Dataset: Forward reaction prediction with 1.9M reactions from USPTO patents (1976-2016). Task: Predict the product of the given reaction. (1) Given the reactants Br[C:2]1[C:7]([F:8])=[CH:6][C:5]([CH2:9][N:10]2[C@@H:15]([CH3:16])[CH2:14][CH2:13][CH:12]([C:17]3[CH:22]=[CH:21][CH:20]=[CH:19][CH:18]=3)[S:11]2(=[O:24])=[O:23])=[C:4]([F:25])[CH:3]=1.Cl.[N:27]1[N:28]=[CH:29][N:30]([CH:32]2[C@H:37]3[C@@H:33]2[CH2:34][NH:35][CH2:36]3)[CH:31]=1.C1(P(C2CCCCC2)C2C=CC=CC=2C2C(OC(C)C)=CC=CC=2OC(C)C)CCCCC1.C(=O)([O-])[O-].[Cs+].[Cs+], predict the reaction product. The product is: [F:25][C:4]1[CH:3]=[C:2]([N:35]2[CH2:34][C@H:33]3[C@H:37]([CH:32]3[N:30]3[CH:31]=[N:27][N:28]=[CH:29]3)[CH2:36]2)[C:7]([F:8])=[CH:6][C:5]=1[CH2:9][N:10]1[C@@H:15]([CH3:16])[CH2:14][CH2:13][CH:12]([C:17]2[CH:22]=[CH:21][CH:20]=[CH:19][CH:18]=2)[S:11]1(=[O:24])=[O:23]. (2) Given the reactants [CH2:1]([N:8]1[CH:13]([CH2:14][OH:15])[CH2:12][O:11][CH:10]([CH3:16])[C:9]1=[O:17])[C:2]1[CH:7]=[CH:6][CH:5]=[CH:4][CH:3]=1.I(O)(=O)(=O)=[O:19].[Cr](Cl)([O-])(=O)=O.[NH+]1C=CC=CC=1, predict the reaction product. The product is: [CH2:1]([N:8]1[C:9](=[O:17])[CH:10]([CH3:16])[O:11][CH2:12][CH:13]1[C:14]([OH:19])=[O:15])[C:2]1[CH:3]=[CH:4][CH:5]=[CH:6][CH:7]=1. (3) Given the reactants [Cl:1][C:2]1[CH:7]=[CH:6][C:5]([OH:8])=[CH:4][C:3]=1[NH:9][C:10](=[O:27])[CH:11]([CH2:15][C:16]1[CH:21]=[CH:20][C:19]([N:22]2[CH:26]=[CH:25][CH:24]=[N:23]2)=[CH:18][CH:17]=1)[C:12](=O)[CH3:13].CS(O)(=O)=O.C([O-])(=O)C.[Na+], predict the reaction product. The product is: [Cl:1][C:2]1[CH:7]=[CH:6][C:5]([OH:8])=[C:4]2[C:3]=1[NH:9][C:10](=[O:27])[C:11]([CH2:15][C:16]1[CH:21]=[CH:20][C:19]([N:22]3[CH:26]=[CH:25][CH:24]=[N:23]3)=[CH:18][CH:17]=1)=[C:12]2[CH3:13]. (4) Given the reactants [Si:1]([O:18][CH2:19][C:20]1[CH:21]=[C:22]([CH:64]=[C:65]([Cl:67])[CH:66]=1)[CH2:23][N:24]1[C:32]2[C:27](=[N:28][C:29](Cl)=[CH:30][CH:31]=2)[CH:26]=[C:25]1[C:34]([O:36][CH2:37][C:38]1[CH:43]=[C:42]([Cl:44])[CH:41]=[C:40]([CH2:45][O:46][Si:47]([C:60]([CH3:63])([CH3:62])[CH3:61])([C:54]2[CH:59]=[CH:58][CH:57]=[CH:56][CH:55]=2)[C:48]2[CH:53]=[CH:52][CH:51]=[CH:50][CH:49]=2)[CH:39]=1)=[O:35])([C:14]([CH3:17])([CH3:16])[CH3:15])([C:8]1[CH:13]=[CH:12][CH:11]=[CH:10][CH:9]=1)[C:2]1[CH:7]=[CH:6][CH:5]=[CH:4][CH:3]=1.[NH:68]([C:77]([O:79][C:80]([CH3:83])([CH3:82])[CH3:81])=[O:78])[NH:69][C:70]([O:72][C:73]([CH3:76])([CH3:75])[CH3:74])=[O:71].C([O-])([O-])=O.[Cs+].[Cs+], predict the reaction product. The product is: [Si:1]([O:18][CH2:19][C:20]1[CH:21]=[C:22]([CH:64]=[C:65]([Cl:67])[CH:66]=1)[CH2:23][N:24]1[C:32]2[C:27](=[N:28][C:29]([N:68]([C:77]([O:79][C:80]([CH3:83])([CH3:82])[CH3:81])=[O:78])[NH:69][C:70]([O:72][C:73]([CH3:74])([CH3:75])[CH3:76])=[O:71])=[CH:30][CH:31]=2)[CH:26]=[C:25]1[C:34]([O:36][CH2:37][C:38]1[CH:43]=[C:42]([Cl:44])[CH:41]=[C:40]([CH2:45][O:46][Si:47]([C:60]([CH3:63])([CH3:61])[CH3:62])([C:48]2[CH:53]=[CH:52][CH:51]=[CH:50][CH:49]=2)[C:54]2[CH:59]=[CH:58][CH:57]=[CH:56][CH:55]=2)[CH:39]=1)=[O:35])([C:14]([CH3:15])([CH3:16])[CH3:17])([C:2]1[CH:3]=[CH:4][CH:5]=[CH:6][CH:7]=1)[C:8]1[CH:9]=[CH:10][CH:11]=[CH:12][CH:13]=1. (5) Given the reactants Cl.[CH3:2][NH:3][O:4][CH3:5].Cl[Al](C)C.[Br:10][C:11]1[CH:16]=[CH:15][C:14]([CH2:17][C:18]([O:20]CC)=O)=[CH:13][CH:12]=1, predict the reaction product. The product is: [Br:10][C:11]1[CH:12]=[CH:13][C:14]([CH2:17][C:18]([N:3]([O:4][CH3:5])[CH3:2])=[O:20])=[CH:15][CH:16]=1. (6) Given the reactants S(O)(O)(=O)=O.[CH3:6][S:7][C:8](=[NH:10])[NH2:9].[Br:11][C:12]1[CH:13]=[CH:14][C:15]([O:30][CH3:31])=[C:16]([CH2:18][CH2:19][C:20]2[C:28]([F:29])=[CH:27][CH:26]=[CH:25][C:21]=2[C:22](Cl)=[O:23])[CH:17]=1, predict the reaction product. The product is: [Br:11][C:12]1[CH:13]=[CH:14][C:15]([O:30][CH3:31])=[C:16]([CH2:18][CH2:19][C:20]2[C:28]([F:29])=[CH:27][CH:26]=[CH:25][C:21]=2[C:22]([NH:10][C:8](=[NH:9])[S:7][CH3:6])=[O:23])[CH:17]=1.